Dataset: Full USPTO retrosynthesis dataset with 1.9M reactions from patents (1976-2016). Task: Predict the reactants needed to synthesize the given product. (1) Given the product [N:52]1([C:22]([C:21]2[CH:25]=[CH:26][C:18]([C:15]3[CH:16]=[CH:17][C:12]4[N:13]([C:9]([C:6]5[CH:5]=[CH:4][C:3]([C:1]#[N:2])=[CH:8][CH:7]=5)=[CH:10][N:11]=4)[CH:14]=3)=[CH:19][CH:20]=2)=[O:23])[CH2:57][CH2:56][O:55][CH2:54][CH2:53]1, predict the reactants needed to synthesize it. The reactants are: [C:1]([C:3]1[CH:8]=[CH:7][C:6]([C:9]2[N:13]3[CH:14]=[C:15]([C:18]4[CH:26]=[CH:25][C:21]([C:22](O)=[O:23])=[CH:20][CH:19]=4)[CH:16]=[CH:17][C:12]3=[N:11][CH:10]=2)=[CH:5][CH:4]=1)#[N:2].CN(C(ON1N=NC2C=CC=NC1=2)=[N+](C)C)C.F[P-](F)(F)(F)(F)F.C[N:52]1[CH2:57][CH2:56][O:55][CH2:54][CH2:53]1.O1CCCNCC1. (2) The reactants are: [F:1][C:2]1[CH:3]=[C:4]2[C:8](=[CH:9][CH:10]=1)[NH:7][C:6](C(O)=O)=[C:5]2[CH3:14]. Given the product [F:1][C:2]1[CH:3]=[C:4]2[C:8](=[CH:9][CH:10]=1)[NH:7][CH:6]=[C:5]2[CH3:14], predict the reactants needed to synthesize it. (3) Given the product [CH3:33][O:32][CH2:31][C:27]1[N:26]=[C:25]([CH2:24][N:21]2[C:16]3[N:17]=[C:18]([NH2:20])[N:19]=[C:14]([C:4]4[S:5][CH:6]=[C:2]([CH3:1])[N:3]=4)[C:15]=3[N:23]=[N:22]2)[CH:30]=[CH:29][CH:28]=1, predict the reactants needed to synthesize it. The reactants are: [CH3:1][C:2]1[N:3]=[CH:4][S:5][CH:6]=1.[Li]CCCC.B.Cl[C:14]1[C:15]2[N:23]=[N:22][N:21]([CH2:24][C:25]3[CH:30]=[CH:29][CH:28]=[C:27]([CH2:31][O:32][CH3:33])[N:26]=3)[C:16]=2[N:17]=[C:18]([NH2:20])[N:19]=1. (4) Given the product [CH3:1][N:2]1[C:6]([CH3:7])=[CH:5][C:4]([C:8]2[C:13]([O:14][C:17]3[C:26]4[C:21](=[CH:22][C:23]([O:29][CH3:30])=[C:24]([O:27][CH3:28])[CH:25]=4)[N:20]=[CH:19][CH:18]=3)=[CH:12][CH:11]=[C:10]([CH3:15])[N:9]=2)=[N:3]1, predict the reactants needed to synthesize it. The reactants are: [CH3:1][N:2]1[C:6]([CH3:7])=[CH:5][C:4]([C:8]2[C:13]([OH:14])=[CH:12][CH:11]=[C:10]([CH3:15])[N:9]=2)=[N:3]1.Cl[C:17]1[C:26]2[C:21](=[CH:22][C:23]([O:29][CH3:30])=[C:24]([O:27][CH3:28])[CH:25]=2)[N:20]=[CH:19][CH:18]=1. (5) Given the product [CH3:1][O:2][C:3]1[C:11]([O:12][CH3:13])=[CH:10][CH:9]=[C:8]2[C:4]=1[CH2:5][CH2:6][CH:7]2[C:14]([OH:15])=[O:17], predict the reactants needed to synthesize it. The reactants are: [CH3:1][O:2][C:3]1[C:11]([O:12][CH3:13])=[CH:10][CH:9]=[C:8]2[C:4]=1[CH2:5][CH2:6][CH:7]2[C:14](N)=[O:15].[OH-:17].[K+].CO. (6) Given the product [Br:25][C:26]1[C:27]([C:35]([NH:1][C:2]2[CH:7]=[CH:6][C:5]([N:8]3[C:14](=[O:15])[CH2:13][C:12](=[O:16])[NH:11][C:10]4[C:17]5[C:22]([CH:23]=[CH:24][C:9]3=4)=[CH:21][CH:20]=[CH:19][CH:18]=5)=[CH:4][CH:3]=2)=[O:36])=[C:28]2[O:32][CH2:31][O:30][C:29]2=[CH:33][CH:34]=1, predict the reactants needed to synthesize it. The reactants are: [NH2:1][C:2]1[CH:7]=[CH:6][C:5]([N:8]2[C:14](=[O:15])[CH2:13][C:12](=[O:16])[NH:11][C:10]3[C:17]4[C:22]([CH:23]=[CH:24][C:9]2=3)=[CH:21][CH:20]=[CH:19][CH:18]=4)=[CH:4][CH:3]=1.[Br:25][C:26]1[CH:34]=[CH:33][C:29]2[O:30][CH2:31][O:32][C:28]=2[C:27]=1[C:35](Cl)=[O:36].O=C1CC(=O)N(C2C=CC(C(O)=O)=CC=2)C2C=CC3C(C=2N1)=CC=CC=3. (7) Given the product [Cl:1][C:2]1[CH:18]=[CH:17][CH:16]=[C:15]([Cl:19])[C:3]=1[CH:4]=[CH:5][C:6]1[CH:14]=[CH:13][C:9]([NH:10][CH3:11])=[CH:8][CH:7]=1, predict the reactants needed to synthesize it. The reactants are: [Cl:1][C:2]1[CH:18]=[CH:17][CH:16]=[C:15]([Cl:19])[C:3]=1/[CH:4]=[CH:5]/[C:6]1[CH:14]=[CH:13][C:9]([N:10](C)[CH3:11])=[CH:8][CH:7]=1.N#CBr.